This data is from Peptide-MHC class I binding affinity with 185,985 pairs from IEDB/IMGT. The task is: Regression. Given a peptide amino acid sequence and an MHC pseudo amino acid sequence, predict their binding affinity value. This is MHC class I binding data. (1) The peptide sequence is GALSRRYPH. The MHC is HLA-A02:01 with pseudo-sequence HLA-A02:01. The binding affinity (normalized) is 0.0847. (2) The binding affinity (normalized) is 0.199. The MHC is HLA-A03:01 with pseudo-sequence HLA-A03:01. The peptide sequence is WIQYDKHCY.